The task is: Predict the reactants needed to synthesize the given product.. This data is from Full USPTO retrosynthesis dataset with 1.9M reactions from patents (1976-2016). (1) Given the product [CH2:33]([N:35]([CH2:36][CH3:37])[C:15]([CH2:14][NH:13][C:11]([C:9]1[CH:8]=[CH:7][C:6]2[N:2]([CH3:1])[C:3]([NH:18][C:19]3[S:20][C:21]4[CH:27]=[C:26]([O:28][C:29]([F:30])([F:32])[F:31])[CH:25]=[CH:24][C:22]=4[N:23]=3)=[N:4][C:5]=2[CH:10]=1)=[O:12])=[O:16])[CH3:34], predict the reactants needed to synthesize it. The reactants are: [CH3:1][N:2]1[C:6]2[CH:7]=[CH:8][C:9]([C:11]([NH:13][CH2:14][C:15](O)=[O:16])=[O:12])=[CH:10][C:5]=2[N:4]=[C:3]1[NH:18][C:19]1[S:20][C:21]2[CH:27]=[C:26]([O:28][C:29]([F:32])([F:31])[F:30])[CH:25]=[CH:24][C:22]=2[N:23]=1.[CH2:33]([NH:35][CH2:36][CH3:37])[CH3:34].CN(C(ON1N=NC2C=CC=CC1=2)=[N+](C)C)C.F[P-](F)(F)(F)(F)F.CCN(C(C)C)C(C)C. (2) Given the product [CH3:23][O:22][C:11]1[CH:10]=[C:9]([C:5]2[CH:4]=[C:3]([CH:8]=[CH:7][CH:6]=2)[CH:2]=[O:1])[C:18]2[C:17](=[O:19])[O:16][C:15]([CH3:21])([CH3:20])[O:14][C:13]=2[CH:12]=1, predict the reactants needed to synthesize it. The reactants are: [OH:1][CH2:2][C:3]1[CH:4]=[C:5]([C:9]2[C:18]3[C:17](=[O:19])[O:16][C:15]([CH3:21])([CH3:20])[O:14][C:13]=3[CH:12]=[C:11]([O:22][CH3:23])[CH:10]=2)[CH:6]=[CH:7][CH:8]=1. (3) Given the product [Cl:32][C:29]1[CH:28]=[CH:27][C:26]([CH:8]([C:5]2[CH:6]=[CH:7][C:2]([Cl:1])=[CH:3][CH:4]=2)[C:9]2[CH:10]=[C:11]3[C:16](=[CH:17][CH:18]=2)[NH:15][C:14](=[O:19])[CH:13]=[C:12]3[C:20]2[CH2:21][CH2:22][N:23]([C:35](=[O:36])[C:34]([F:45])([F:44])[F:33])[CH2:24][CH:25]=2)=[CH:31][CH:30]=1, predict the reactants needed to synthesize it. The reactants are: [Cl:1][C:2]1[CH:7]=[CH:6][C:5]([CH:8]([C:26]2[CH:31]=[CH:30][C:29]([Cl:32])=[CH:28][CH:27]=2)[C:9]2[CH:10]=[C:11]3[C:16](=[CH:17][CH:18]=2)[NH:15][C:14](=[O:19])[CH:13]=[C:12]3[C:20]2[CH2:21][CH2:22][NH:23][CH2:24][CH:25]=2)=[CH:4][CH:3]=1.[F:33][C:34]([F:45])([F:44])[C:35](O[C:35](=[O:36])[C:34]([F:45])([F:44])[F:33])=[O:36].C([O-])(O)=O.[Na+]. (4) Given the product [CH:1]([OH:35])=[O:2].[C:1](=[O:45])([O:35][CH2:36][CH2:41][N:63]1[CH2:62][CH2:61][O:76][CH2:65][CH2:64]1)[O:2][CH2:3][O:4][C:5]1[C:6](=[O:34])[C:7]([C:22]([NH:24][CH2:25][C:26]2[CH:31]=[CH:30][C:29]([F:32])=[CH:28][C:27]=2[F:33])=[O:23])=[CH:8][N:9]2[CH2:14][C@H:13]3[N:15]4[CH2:20][CH2:19][CH2:18][C@@H:16]4[CH2:17][N:12]3[C:11](=[O:21])[C:10]=12, predict the reactants needed to synthesize it. The reactants are: [C:1](=[O:45])([O:35][C:36]1[CH:41]=CC([N+]([O-])=O)=CC=1)[O:2][CH2:3][O:4][C:5]1[C:6](=[O:34])[C:7]([C:22]([NH:24][CH2:25][C:26]2[CH:31]=[CH:30][C:29]([F:32])=[CH:28][C:27]=2[F:33])=[O:23])=[CH:8][N:9]2[CH2:14][C@H:13]3[N:15]4[CH2:20][CH2:19][CH2:18][C@@H:16]4[CH2:17][N:12]3[C:11](=[O:21])[C:10]=12.[Na].FC1C=C(F)C=CC=1CNC(C1C(=O)[C:61]([OH:76])=[C:62]2C(=O)N3C[C@H]4CCCN4[C@@H:65]3[CH2:64][N:63]2C=1)=O.C(=O)(OC1C=CC([N+]([O-])=O)=CC=1)OCI. (5) Given the product [C:22]([O:26][C:27]([N:29]1[CH2:30][CH2:31][CH:32]([NH:35][CH:36]2[CH2:41][CH2:40][N:39]([C:11]3[C:12]([O:14][CH3:15])=[C:13]4[C:8]([C:7](=[O:18])[C:6]([C:19]([OH:21])=[O:20])=[CH:5][N:4]4[CH:1]4[CH2:3][CH2:2]4)=[CH:9][C:10]=3[F:17])[CH2:38][CH2:37]2)[CH2:33][CH2:34]1)=[O:28])([CH3:25])([CH3:23])[CH3:24], predict the reactants needed to synthesize it. The reactants are: [CH:1]1([N:4]2[C:13]3[C:8](=[CH:9][C:10]([F:17])=[C:11](F)[C:12]=3[O:14][CH3:15])[C:7](=[O:18])[C:6]([C:19]([OH:21])=[O:20])=[CH:5]2)[CH2:3][CH2:2]1.[C:22]([O:26][C:27]([N:29]1[CH2:34][CH2:33][CH:32]([NH:35][CH:36]2[CH2:41][CH2:40][NH:39][CH2:38][CH2:37]2)[CH2:31][CH2:30]1)=[O:28])([CH3:25])([CH3:24])[CH3:23].ClCCl. (6) Given the product [F:1][C:2]([F:10])([F:11])[C:3]1[CH:4]=[C:5]([CH:6]=[CH:7][CH:8]=1)[O:9][CH2:13][CH2:14][C:15]([OH:17])=[O:16], predict the reactants needed to synthesize it. The reactants are: [F:1][C:2]([F:11])([F:10])[C:3]1[CH:4]=[C:5]([OH:9])[CH:6]=[CH:7][CH:8]=1.Cl[CH2:13][CH2:14][C:15]([OH:17])=[O:16].